From a dataset of Forward reaction prediction with 1.9M reactions from USPTO patents (1976-2016). Predict the product of the given reaction. (1) Given the reactants [O:1]=P12OP3(OP(OP(O3)(O1)=O)(=O)O2)=O.[Br:15][C:16]1[CH:25]=[C:24]2[C:19]([CH2:20][CH2:21][CH2:22][C:23]2=[N:26]O)=[CH:18][CH:17]=1.BrBr, predict the reaction product. The product is: [Br:15][C:16]1[CH:25]=[CH:24][C:19]2[CH2:20][CH2:21][CH2:22][C:23](=[O:1])[NH:26][C:18]=2[CH:17]=1. (2) Given the reactants CC(C)([O-])C.[K+].[C:7](#[N:9])[CH3:8].[F:10][C:11]1([F:27])[CH2:16][CH2:15][CH:14]([CH2:17][O:18][C:19]2[CH:20]=[C:21]([CH:24]=[CH:25][CH:26]=2)[CH:22]=[O:23])[CH2:13][CH2:12]1.[NH4+].[Cl-], predict the reaction product. The product is: [F:10][C:11]1([F:27])[CH2:16][CH2:15][CH:14]([CH2:17][O:18][C:19]2[CH:20]=[C:21]([CH:22]([OH:23])[CH2:8][C:7]#[N:9])[CH:24]=[CH:25][CH:26]=2)[CH2:13][CH2:12]1. (3) Given the reactants CO.[OH-].[Na+].C([O:8][C:9]1[CH:33]=[CH:32][C:31]([C:34]([CH3:37])([CH3:36])[CH3:35])=[CH:30][C:10]=1[C:11]([NH:13][C:14]1[CH:23]=[C:22]([C:24]2[CH:29]=[CH:28][CH:27]=[CH:26][CH:25]=2)[CH:21]=[CH:20][C:15]=1[C:16]([O:18]C)=[O:17])=[O:12])(=O)C, predict the reaction product. The product is: [C:34]([C:31]1[CH:32]=[CH:33][C:9]([OH:8])=[C:10]([CH:30]=1)[C:11]([NH:13][C:14]1[CH:23]=[C:22]([C:24]2[CH:29]=[CH:28][CH:27]=[CH:26][CH:25]=2)[CH:21]=[CH:20][C:15]=1[C:16]([OH:18])=[O:17])=[O:12])([CH3:37])([CH3:35])[CH3:36].